From a dataset of Full USPTO retrosynthesis dataset with 1.9M reactions from patents (1976-2016). Predict the reactants needed to synthesize the given product. Given the product [Br:12][C:8]1[CH:7]=[C:6]2[C:11]([CH:2]=[N:3][C:4]([NH2:13])=[N:5]2)=[CH:10][CH:9]=1, predict the reactants needed to synthesize it. The reactants are: Br[C:2]1[C:11]2[C:6](=[CH:7][C:8]([Br:12])=[CH:9][CH:10]=2)[N:5]=[C:4]([NH2:13])[N:3]=1.C([O-])=O.[NH4+].C.